Dataset: NCI-60 drug combinations with 297,098 pairs across 59 cell lines. Task: Regression. Given two drug SMILES strings and cell line genomic features, predict the synergy score measuring deviation from expected non-interaction effect. (1) Drug 1: CC1C(C(CC(O1)OC2CC(OC(C2O)C)OC3=CC4=CC5=C(C(=O)C(C(C5)C(C(=O)C(C(C)O)O)OC)OC6CC(C(C(O6)C)O)OC7CC(C(C(O7)C)O)OC8CC(C(C(O8)C)O)(C)O)C(=C4C(=C3C)O)O)O)O. Drug 2: C(CC(=O)O)C(=O)CN.Cl. Cell line: RPMI-8226. Synergy scores: CSS=60.8, Synergy_ZIP=-1.20, Synergy_Bliss=-0.0352, Synergy_Loewe=-2.65, Synergy_HSA=-2.57. (2) Drug 1: CC1CCC2CC(C(=CC=CC=CC(CC(C(=O)C(C(C(=CC(C(=O)CC(OC(=O)C3CCCCN3C(=O)C(=O)C1(O2)O)C(C)CC4CCC(C(C4)OC)O)C)C)O)OC)C)C)C)OC. Drug 2: C(CC(=O)O)C(=O)CN.Cl. Cell line: MOLT-4. Synergy scores: CSS=55.3, Synergy_ZIP=-2.11, Synergy_Bliss=-4.37, Synergy_Loewe=-12.4, Synergy_HSA=-3.71. (3) Drug 1: C1=CN(C=N1)CC(O)(P(=O)(O)O)P(=O)(O)O. Drug 2: CC(C)NC(=O)C1=CC=C(C=C1)CNNC.Cl. Cell line: SNB-19. Synergy scores: CSS=-1.36, Synergy_ZIP=3.40, Synergy_Bliss=3.39, Synergy_Loewe=1.62, Synergy_HSA=0.0374. (4) Drug 1: C1=NC2=C(N1)C(=S)N=CN2. Drug 2: CC1CCC2CC(C(=CC=CC=CC(CC(C(=O)C(C(C(=CC(C(=O)CC(OC(=O)C3CCCCN3C(=O)C(=O)C1(O2)O)C(C)CC4CCC(C(C4)OC)O)C)C)O)OC)C)C)C)OC. Cell line: MCF7. Synergy scores: CSS=1.70, Synergy_ZIP=-0.824, Synergy_Bliss=0.138, Synergy_Loewe=-0.00764, Synergy_HSA=-0.564. (5) Drug 1: CCC(=C(C1=CC=CC=C1)C2=CC=C(C=C2)OCCN(C)C)C3=CC=CC=C3.C(C(=O)O)C(CC(=O)O)(C(=O)O)O. Drug 2: CC1CCC2CC(C(=CC=CC=CC(CC(C(=O)C(C(C(=CC(C(=O)CC(OC(=O)C3CCCCN3C(=O)C(=O)C1(O2)O)C(C)CC4CCC(C(C4)OC)O)C)C)O)OC)C)C)C)OC. Cell line: SF-295. Synergy scores: CSS=10.8, Synergy_ZIP=4.82, Synergy_Bliss=0.110, Synergy_Loewe=1.02, Synergy_HSA=-1.79.